Task: Predict which catalyst facilitates the given reaction.. Dataset: Catalyst prediction with 721,799 reactions and 888 catalyst types from USPTO (1) Product: [NH2:8][C:9]1[N:10]=[C:11]([C:26]2[CH:27]=[CH:28][CH:29]=[CH:30][CH:31]=2)[C:12]([C:16]2[CH:17]=[CH:18][C:19](=[O:25])[N:20]([CH:22]([CH3:24])[CH3:23])[CH:21]=2)=[N:13][C:14]=1[N:1]1[CH:5]=[CH:4][CH:3]=[N:2]1. Reactant: [NH:1]1[CH:5]=[CH:4][CH:3]=[N:2]1.[H-].[Na+].[NH2:8][C:9]1[N:10]=[C:11]([C:26]2[CH:31]=[CH:30][CH:29]=[CH:28][CH:27]=2)[C:12]([C:16]2[CH:17]=[CH:18][C:19](=[O:25])[N:20]([CH:22]([CH3:24])[CH3:23])[CH:21]=2)=[N:13][C:14]=1Br.CCOC(C)=O. The catalyst class is: 179. (2) Reactant: [CH:1]([C:4]1[N:8]=[C:7]([N:9]2[CH2:14][CH2:13][CH:12]([C@H:15]3[CH2:17][C@H:16]3[CH2:18][CH2:19][O:20][C:21]3[CH:26]=[CH:25][C:24]([CH2:27][C:28]([O:30]C)=[O:29])=[CH:23][CH:22]=3)[CH2:11][CH2:10]2)[O:6][N:5]=1)([CH3:3])[CH3:2].[OH-].[Li+].Cl. Product: [CH:1]([C:4]1[N:8]=[C:7]([N:9]2[CH2:14][CH2:13][CH:12]([C@H:15]3[CH2:17][C@H:16]3[CH2:18][CH2:19][O:20][C:21]3[CH:22]=[CH:23][C:24]([CH2:27][C:28]([OH:30])=[O:29])=[CH:25][CH:26]=3)[CH2:11][CH2:10]2)[O:6][N:5]=1)([CH3:3])[CH3:2]. The catalyst class is: 24. (3) Reactant: Br[C:2]1[CH:7]=[CH:6][N:5]2[C:8](=[O:15])[N:9]([CH2:11][CH:12]([CH3:14])[CH3:13])[N:10]=[C:4]2[C:3]=1[C:16]1[CH:21]=[CH:20][C:19]([Cl:22])=[CH:18][CH:17]=1.[CH3:23][O:24][C:25]1[CH:30]=[CH:29][C:28](B(O)O)=[CH:27][CH:26]=1.C([O-])([O-])=O.[K+].[K+]. Product: [Cl:22][C:19]1[CH:20]=[CH:21][C:16]([C:3]2[C:4]3[N:5]([C:8](=[O:15])[N:9]([CH2:11][CH:12]([CH3:14])[CH3:13])[N:10]=3)[CH:6]=[CH:7][C:2]=2[C:28]2[CH:29]=[CH:30][C:25]([O:24][CH3:23])=[CH:26][CH:27]=2)=[CH:17][CH:18]=1. The catalyst class is: 70.